Dataset: Reaction yield outcomes from USPTO patents with 853,638 reactions. Task: Predict the reaction yield, written as a fraction of the theoretical maximum amount of product (1.0 means a 100% yield; for example, 0.34 means a 34% yield). (1) The reactants are [CH3:1][O:2][C:3]1[CH:12]=[C:11]2[C:6]([C:7]([CH3:15])([CH3:14])[CH2:8][CH2:9][C:10]2=O)=[CH:5][C:4]=1[CH3:16].[CH:17]([Mg]Cl)([CH3:19])[CH3:18]. No catalyst specified. The product is [CH:17]([C:10]1[C:11]2[C:6](=[CH:5][C:4]([CH3:16])=[C:3]([O:2][CH3:1])[CH:12]=2)[C:7]([CH3:15])([CH3:14])[CH2:8][CH:9]=1)([CH3:19])[CH3:18]. The yield is 1.00. (2) The reactants are [CH3:1][O:2][C:3]1[CH:20]=[CH:19][C:6]2[N:7]=[C:8]([C:10]3[CH:15]=[CH:14][C:13]([N+:16]([O-])=O)=[CH:12][CH:11]=3)[S:9][C:5]=2[CH:4]=1.O.O.[Sn](Cl)Cl. The catalyst is C(O)C. The product is [CH3:1][O:2][C:3]1[CH:20]=[CH:19][C:6]2[N:7]=[C:8]([C:10]3[CH:11]=[CH:12][C:13]([NH2:16])=[CH:14][CH:15]=3)[S:9][C:5]=2[CH:4]=1. The yield is 0.970. (3) The reactants are I[C:2]1[N:3]=[C:4]2[C:10]3[CH:11]=[CH:12][C:13]([C:15]([O:17][CH3:18])=[O:16])=[CH:14][C:9]=3[O:8][CH2:7][CH2:6][N:5]2[CH:19]=1.[Cu](C#N)[C:21]#[N:22]. The catalyst is CN(C=O)C. The product is [C:21]([C:2]1[N:3]=[C:4]2[C:10]3[CH:11]=[CH:12][C:13]([C:15]([O:17][CH3:18])=[O:16])=[CH:14][C:9]=3[O:8][CH2:7][CH2:6][N:5]2[CH:19]=1)#[N:22]. The yield is 0.740. (4) The reactants are [CH3:1][N:2]([S:15]([C:18]1[S:19][CH:20]=[CH:21][CH:22]=1)(=[O:17])=[O:16])[C:3]1[CH:4]=[CH:5][CH:6]=[C:7]2[C:11]=1[NH:10][C:9]([C:12](O)=[O:13])=[CH:8]2.N1(O)C2C=CC=CC=2N=N1.Cl.CN(C)CCCN=C=NCC.[NH:45]([C:47](=[O:53])[C:48]([O:50][CH2:51][CH3:52])=[O:49])[NH2:46]. The catalyst is O.CN(C)C=O. The product is [CH3:1][N:2]([S:15]([C:18]1[S:19][CH:20]=[CH:21][CH:22]=1)(=[O:16])=[O:17])[C:3]1[CH:4]=[CH:5][CH:6]=[C:7]2[C:11]=1[NH:10][C:9]([C:12]([NH:46][NH:45][C:47](=[O:53])[C:48]([O:50][CH2:51][CH3:52])=[O:49])=[O:13])=[CH:8]2. The yield is 0.630. (5) The reactants are C([O:4][CH2:5][C:6]1[C:7]([N:36]2[CH2:48][CH2:47][N:39]3[C:40]4[CH2:41][CH2:42][CH2:43][CH2:44][C:45]=4[CH:46]=[C:38]3[C:37]2=[O:49])=[N:8][CH:9]=[CH:10][C:11]=1[C:12]1[N:13]=[C:14]([NH:20][C:21]2[CH:26]=[CH:25][C:24]([C@@H:27]3[C:32](=[O:33])[N:31]([CH3:34])[CH2:30][CH2:29][N:28]3[CH3:35])=[CH:23][CH:22]=2)[C:15](=[O:19])[N:16]([CH3:18])[CH:17]=1)(=O)C.O[Li].O. The catalyst is CC(O)C.C1COCC1.O. The product is [CH3:35][N:28]1[CH2:29][CH2:30][N:31]([CH3:34])[C:32](=[O:33])[C@H:27]1[C:24]1[CH:25]=[CH:26][C:21]([NH:20][C:14]2[C:15](=[O:19])[N:16]([CH3:18])[CH:17]=[C:12]([C:11]3[CH:10]=[CH:9][N:8]=[C:7]([N:36]4[CH2:48][CH2:47][N:39]5[C:40]6[CH2:41][CH2:42][CH2:43][CH2:44][C:45]=6[CH:46]=[C:38]5[C:37]4=[O:49])[C:6]=3[CH2:5][OH:4])[N:13]=2)=[CH:22][CH:23]=1. The yield is 0.210. (6) The reactants are [CH2:1](N1C[CH2:12][CH:11]([OH:14])CC1)[C:2]1[CH:7]=C[CH:5]=[CH:4][CH:3]=1.[Cl:15]C1C=C[C:19]([CH:20]([OH:28])C2C=CC(Cl)=CC=2)=CC=1.[CH2:31]([N:38]1[CH2:43][CH2:42][CH:41]([O:44][CH:45]([C:53]2[CH:58]=[CH:57][C:56]([Cl:59])=[CH:55][CH:54]=2)[C:46]2[CH:51]=[CH:50][CH:49]=[CH:48][C:47]=2Cl)[CH2:40][CH2:39]1)[C:32]1[CH:37]=[CH:36][CH:35]=[CH:34][CH:33]=1. No catalyst specified. The product is [C:20]([O:14][CH2:11][CH3:12])(=[O:28])[CH3:19].[CH3:5][CH2:4][CH2:3][CH:2]([CH3:7])[CH3:1].[CH2:31]([N:38]1[CH2:39][CH2:40][CH:41]([O:44][CH:45]([C:53]2[CH:54]=[CH:55][C:56]([Cl:59])=[CH:57][CH:58]=2)[C:46]2[CH:47]=[CH:48][C:49]([Cl:15])=[CH:50][CH:51]=2)[CH2:42][CH2:43]1)[C:32]1[CH:37]=[CH:36][CH:35]=[CH:34][CH:33]=1. The yield is 0.200. (7) The reactants are [CH3:1][C:2]1([CH3:26])[CH:11](O)[C:10]2[C:5](=[CH:6][CH:7]=[C:8]([C:13]([F:16])([F:15])[F:14])[CH:9]=2)[NH:4][CH:3]1[C:17]1[CH:22]=[CH:21][CH:20]=[C:19]([N+:23]([O-:25])=[O:24])[CH:18]=1.FC(F)(F)C(O)=O. The catalyst is C([SiH](CC)CC)C. The product is [CH3:1][C:2]1([CH3:26])[CH2:11][C:10]2[C:5](=[CH:6][CH:7]=[C:8]([C:13]([F:15])([F:14])[F:16])[CH:9]=2)[NH:4][CH:3]1[C:17]1[CH:22]=[CH:21][CH:20]=[C:19]([N+:23]([O-:25])=[O:24])[CH:18]=1. The yield is 0.360.